Dataset: NCI-60 drug combinations with 297,098 pairs across 59 cell lines. Task: Regression. Given two drug SMILES strings and cell line genomic features, predict the synergy score measuring deviation from expected non-interaction effect. (1) Drug 1: CC1=C(C(CCC1)(C)C)C=CC(=CC=CC(=CC(=O)O)C)C. Drug 2: COC1=C2C(=CC3=C1OC=C3)C=CC(=O)O2. Cell line: OVCAR-5. Synergy scores: CSS=1.73, Synergy_ZIP=-0.748, Synergy_Bliss=-0.187, Synergy_Loewe=0.566, Synergy_HSA=0.110. (2) Drug 1: C1=CC(=CC=C1CCC2=CNC3=C2C(=O)NC(=N3)N)C(=O)NC(CCC(=O)O)C(=O)O. Drug 2: B(C(CC(C)C)NC(=O)C(CC1=CC=CC=C1)NC(=O)C2=NC=CN=C2)(O)O. Cell line: K-562. Synergy scores: CSS=46.3, Synergy_ZIP=0.310, Synergy_Bliss=-2.96, Synergy_Loewe=-3.73, Synergy_HSA=-2.43. (3) Drug 1: CN(CC1=CN=C2C(=N1)C(=NC(=N2)N)N)C3=CC=C(C=C3)C(=O)NC(CCC(=O)O)C(=O)O. Drug 2: COC1=C2C(=CC3=C1OC=C3)C=CC(=O)O2. Cell line: SW-620. Synergy scores: CSS=38.1, Synergy_ZIP=2.53, Synergy_Bliss=-2.19, Synergy_Loewe=-34.8, Synergy_HSA=-3.44. (4) Drug 1: C1CN1P(=S)(N2CC2)N3CC3. Drug 2: CC1CCC2CC(C(=CC=CC=CC(CC(C(=O)C(C(C(=CC(C(=O)CC(OC(=O)C3CCCCN3C(=O)C(=O)C1(O2)O)C(C)CC4CCC(C(C4)OC)OCCO)C)C)O)OC)C)C)C)OC. Cell line: MDA-MB-435. Synergy scores: CSS=1.97, Synergy_ZIP=-2.43, Synergy_Bliss=-4.60, Synergy_Loewe=-11.5, Synergy_HSA=-4.58. (5) Drug 1: CN(C)N=NC1=C(NC=N1)C(=O)N. Drug 2: C1CC(=O)NC(=O)C1N2C(=O)C3=CC=CC=C3C2=O. Cell line: OVCAR-8. Synergy scores: CSS=-1.23, Synergy_ZIP=7.09, Synergy_Bliss=1.26, Synergy_Loewe=-1.72, Synergy_HSA=-1.78. (6) Drug 1: C1=NC2=C(N1)C(=S)N=C(N2)N. Drug 2: CCC1(C2=C(COC1=O)C(=O)N3CC4=CC5=C(C=CC(=C5CN(C)C)O)N=C4C3=C2)O.Cl. Cell line: HOP-92. Synergy scores: CSS=27.0, Synergy_ZIP=-11.7, Synergy_Bliss=-4.16, Synergy_Loewe=-5.99, Synergy_HSA=-0.806. (7) Drug 1: C1=CC(=CC=C1C#N)C(C2=CC=C(C=C2)C#N)N3C=NC=N3. Drug 2: CS(=O)(=O)CCNCC1=CC=C(O1)C2=CC3=C(C=C2)N=CN=C3NC4=CC(=C(C=C4)OCC5=CC(=CC=C5)F)Cl. Cell line: SK-OV-3. Synergy scores: CSS=15.8, Synergy_ZIP=-1.97, Synergy_Bliss=1.33, Synergy_Loewe=-3.15, Synergy_HSA=-3.12. (8) Drug 1: CC1=C(C(CCC1)(C)C)C=CC(=CC=CC(=CC(=O)O)C)C. Drug 2: CS(=O)(=O)CCNCC1=CC=C(O1)C2=CC3=C(C=C2)N=CN=C3NC4=CC(=C(C=C4)OCC5=CC(=CC=C5)F)Cl. Cell line: SK-MEL-28. Synergy scores: CSS=-5.59, Synergy_ZIP=10.5, Synergy_Bliss=7.12, Synergy_Loewe=-11.4, Synergy_HSA=-9.60. (9) Drug 1: CC1=C(C=C(C=C1)NC(=O)C2=CC=C(C=C2)CN3CCN(CC3)C)NC4=NC=CC(=N4)C5=CN=CC=C5. Drug 2: C1CN1C2=NC(=NC(=N2)N3CC3)N4CC4. Cell line: TK-10. Synergy scores: CSS=0.581, Synergy_ZIP=-2.61, Synergy_Bliss=-1.67, Synergy_Loewe=-15.4, Synergy_HSA=-8.10.